From a dataset of Peptide-MHC class II binding affinity with 134,281 pairs from IEDB. Regression. Given a peptide amino acid sequence and an MHC pseudo amino acid sequence, predict their binding affinity value. This is MHC class II binding data. The peptide sequence is EFPRKDKSIMHIGLSETG. The MHC is DRB1_0101 with pseudo-sequence DRB1_0101. The binding affinity (normalized) is 0.